This data is from Catalyst prediction with 721,799 reactions and 888 catalyst types from USPTO. The task is: Predict which catalyst facilitates the given reaction. (1) Reactant: [F:1][C:2]([F:21])([F:20])[S:3]([O:6][C:7]1[CH:8]=[C:9]2[C:14](=[CH:15][CH:16]=1)[C:13]([CH3:18])([CH3:17])[O:12][CH2:11][CH:10]2O)(=[O:5])=[O:4].CCN(S(F)(F)[F:28])CC. Product: [F:1][C:2]([F:21])([F:20])[S:3]([O:6][C:7]1[CH:8]=[C:9]2[C:14](=[CH:15][CH:16]=1)[C:13]([CH3:18])([CH3:17])[O:12][CH2:11][CH:10]2[F:28])(=[O:5])=[O:4]. The catalyst class is: 2. (2) Reactant: [F:1][C:2]1[CH:7]=[CH:6][CH:5]=[C:4]([F:8])[C:3]=1[NH:9][NH:10][C:11](=[O:21])[C:12]1[C:17](I)=[CH:16][CH:15]=[N:14][C:13]=1[O:19][CH3:20].N1CCC[C@H]1C(O)=O.C(=O)([O-])[O-].[K+].[K+]. Product: [F:1][C:2]1[CH:7]=[CH:6][CH:5]=[C:4]([F:8])[C:3]=1[N:9]1[C:17]2[CH:16]=[CH:15][N:14]=[C:13]([O:19][CH3:20])[C:12]=2[C:11](=[O:21])[NH:10]1. The catalyst class is: 156. (3) Reactant: [C:1]([C:4]1[N:5]=[C:6]([C:28]2[CH:36]=[C:35]3[C:31]([CH:32]=[CH:33][NH:34]3)=[CH:30][CH:29]=2)[O:7][C:8]=1[C:9]1[CH:14]=[CH:13][C:12]([N:15]2[CH2:20][CH2:19][N:18](C(OC(C)(C)C)=O)[CH2:17][CH2:16]2)=[CH:11][CH:10]=1)(=[O:3])[NH2:2].CC1C=CC(S(O)(=O)=O)=CC=1. Product: [NH:34]1[C:35]2[C:31](=[CH:30][CH:29]=[C:28]([C:6]3[O:7][C:8]([C:9]4[CH:10]=[CH:11][C:12]([N:15]5[CH2:20][CH2:19][NH:18][CH2:17][CH2:16]5)=[CH:13][CH:14]=4)=[C:4]([C:1]([NH2:2])=[O:3])[N:5]=3)[CH:36]=2)[CH:32]=[CH:33]1. The catalyst class is: 5. (4) Reactant: C[O:2][C:3](=[O:21])[C:4]([CH3:20])([CH3:19])[CH:5]([C:13]1[S:14][C:15]([Br:18])=[CH:16][CH:17]=1)[C:6]1[CH:11]=[CH:10][CH:9]=[C:8]([F:12])[CH:7]=1.[OH-].[K+]. The catalyst class is: 816. Product: [Br:18][C:15]1[S:14][C:13]([CH:5]([C:6]2[CH:11]=[CH:10][CH:9]=[C:8]([F:12])[CH:7]=2)[C:4]([CH3:20])([CH3:19])[C:3]([OH:21])=[O:2])=[CH:17][CH:16]=1. (5) Reactant: ClC1C=C(C2[O:12]N=C(C(=O)C)C=2)C=CC=1.C[Mg]I.O1CCCC1.C(N(CC)CC)C.[CH2:31]([O:33][C:34]([C:36]1[CH:40]=[C:39]([C:41]2[CH:46]=[CH:45][CH:44]=[C:43]([Cl:47])[CH:42]=2)[O:38]N=1)=[O:35])[CH3:32].Cl. Product: [CH2:31]([O:33][C:34](=[O:35])[C:36](=[O:12])[CH2:40][C:39]([C:41]1[CH:46]=[CH:45][CH:44]=[C:43]([Cl:47])[CH:42]=1)=[O:38])[CH3:32]. The catalyst class is: 11. (6) Reactant: [CH3:1][S:2]([O:5][CH2:6][C@H:7]([CH2:13][C:14]1[CH:19]=[CH:18][C:17]2[O:20][CH2:21][O:22][C:16]=2[CH:15]=1)[C:8]([O:10]CC)=[O:9])(=[O:4])=[O:3].S(=O)(=O)(O)O. The catalyst class is: 15. Product: [CH3:1][S:2]([O:5][CH2:6][C@H:7]([CH2:13][C:14]1[CH:19]=[CH:18][C:17]2[O:20][CH2:21][O:22][C:16]=2[CH:15]=1)[C:8]([OH:10])=[O:9])(=[O:3])=[O:4]. (7) Reactant: C(=O)([O-])O.[Na+].[Cl:6][C:7]1[NH:8][CH:9]=[C:10]([N+:12]([O-:14])=[O:13])[N:11]=1.[CH2:15]([CH:17]1[O:19][CH2:18]1)[Cl:16]. Product: [Cl:6][C:7]1[N:8]([CH2:18][CH:17]([OH:19])[CH2:15][Cl:16])[CH:9]=[C:10]([N+:12]([O-:14])=[O:13])[N:11]=1. The catalyst class is: 10.